From a dataset of Forward reaction prediction with 1.9M reactions from USPTO patents (1976-2016). Predict the product of the given reaction. (1) Given the reactants [F:8][C:7]([F:10])([F:9])[C:6](O[C:6](=[O:11])[C:7]([F:10])([F:9])[F:8])=[O:11].[NH2:14][C:15]1[CH:28]=[C:27]2[C:18]([C:19](=[O:31])[N:20]([CH2:29][CH3:30])[C:21]3[CH:22]=[CH:23][CH:24]=[CH:25][C:26]=32)=[CH:17][CH:16]=1.N1C=CC=CC=1, predict the reaction product. The product is: [CH2:29]([N:20]1[C:19](=[O:31])[C:18]2[C:27](=[CH:28][C:15]([NH:14][C:6](=[O:11])[C:7]([F:8])([F:9])[F:10])=[CH:16][CH:17]=2)[C:26]2[CH:25]=[CH:24][CH:23]=[CH:22][C:21]1=2)[CH3:30]. (2) Given the reactants C([C:5]1[CH:10]=[CH:9][C:8]([C:11]([CH3:40])([CH2:15][CH2:16][CH2:17][CH2:18][C:19](=[O:39])[CH2:20][CH2:21][CH2:22][CH2:23][C:24]([C:29]2[CH:34]=[CH:33][C:32](CC(C)C)=[CH:31][CH:30]=2)([CH3:28])[C:25]([OH:27])=[O:26])[C:12]([OH:14])=[O:13])=[CH:7][CH:6]=1)C(C)C.C(OC(=O)C(C)(C1C=CC=CC=1)CCCCC(=O)CCCCC(C)(C1C=CC=CC=1)C(OCC)=O)C.[OH-].[K+], predict the reaction product. The product is: [CH3:28][C:24]([C:29]1[CH:30]=[CH:31][CH:32]=[CH:33][CH:34]=1)([CH2:23][CH2:22][CH2:21][CH2:20][C:19](=[O:39])[CH2:18][CH2:17][CH2:16][CH2:15][C:11]([CH3:40])([C:8]1[CH:7]=[CH:6][CH:5]=[CH:10][CH:9]=1)[C:12]([OH:14])=[O:13])[C:25]([OH:27])=[O:26]. (3) Given the reactants [CH3:1][C:2]1[CH:6]=[C:5]([NH2:7])[NH:4][N:3]=1.C(O)(=O)C.[Br:12][CH:13]([C:19](=O)[CH3:20])[C:14](OCC)=[O:15], predict the reaction product. The product is: [Br:12][C:13]1[C:19]([CH3:20])=[N:7][C:5]2[N:4]([N:3]=[C:2]([CH3:1])[CH:6]=2)[C:14]=1[OH:15]. (4) Given the reactants [Br:1][C:2]1[CH:3]=[CH:4][C:5]([C:8](Cl)=[N:9][OH:10])=[N:6][CH:7]=1.[C:12]([O:16][C:17]([CH3:20])([CH3:19])[CH3:18])(=[O:15])[CH:13]=[CH2:14].C(N(CC)CC)C, predict the reaction product. The product is: [Br:1][C:2]1[CH:3]=[CH:4][C:5]([C:8]2[CH2:14][CH:13]([C:12]([O:16][C:17]([CH3:20])([CH3:19])[CH3:18])=[O:15])[O:10][N:9]=2)=[N:6][CH:7]=1. (5) Given the reactants [Cl:1][C:2]1[C:3]2[C:4](=[N:29][S:30][N:31]=2)[CH:5]=[C:6]2[C:11]=1[N:10]=[C:9]([C:12]1[N:13]([C:21]3[C:26]([Cl:27])=[CH:25][CH:24]=[CH:23][N:22]=3)[N:14]=[C:15]([C:17]([F:20])([F:19])[F:18])[CH:16]=1)[O:8][C:7]2=[O:28].[CH:32]1([CH2:35][NH2:36])[CH2:34][CH2:33]1, predict the reaction product. The product is: [CH:32]1([CH2:35][NH:36][C:7]([C:6]2[C:11]([NH:10][C:9]([C:12]3[N:13]([C:21]4[C:26]([Cl:27])=[CH:25][CH:24]=[CH:23][N:22]=4)[N:14]=[C:15]([C:17]([F:20])([F:19])[F:18])[CH:16]=3)=[O:8])=[C:2]([Cl:1])[C:3]3[C:4]([CH:5]=2)=[N:29][S:30][N:31]=3)=[O:28])[CH2:34][CH2:33]1.